The task is: Predict the reactants needed to synthesize the given product.. This data is from Full USPTO retrosynthesis dataset with 1.9M reactions from patents (1976-2016). (1) Given the product [C:20]([OH:25])(=[O:28])[CH2:21][CH2:22][CH2:23][CH2:18][CH2:17][CH2:16][CH2:14]/[CH:13]=[CH:11]\[CH2:10][CH2:9][CH2:7][CH2:6][CH2:5][CH2:4][CH2:3][CH3:8], predict the reactants needed to synthesize it. The reactants are: CO[C:3]1[CH:8]=[C:7](/[CH:9]=[CH:10]/[C:11]([CH2:13][C:14](/[CH:16]=[CH:17]/[C:18]2[CH:23]=[CH:22][C:21](O)=[C:20]([O:25]C)C=2)=O)=O)[CH:6]=[CH:5][C:4]=1O.[OH2:28]. (2) The reactants are: N[C:2]1[N:11]=[CH:10][C:9]2[CH2:8][CH2:7][C:6]3[C:12]([C:16]([NH:18][C@@H:19]([C:27]4[CH:32]=[CH:31][CH:30]=[CH:29][CH:28]=4)[CH2:20][N:21]4[CH2:26][CH2:25][O:24][CH2:23][CH2:22]4)=[O:17])=[N:13][N:14]([CH3:15])[C:5]=3[C:4]=2[N:3]=1.[I-:33].[Cs+].II.N(OCCC(C)C)=O. Given the product [I:33][C:2]1[N:11]=[CH:10][C:9]2[CH2:8][CH2:7][C:6]3[C:12]([C:16]([NH:18][C@@H:19]([C:27]4[CH:32]=[CH:31][CH:30]=[CH:29][CH:28]=4)[CH2:20][N:21]4[CH2:22][CH2:23][O:24][CH2:25][CH2:26]4)=[O:17])=[N:13][N:14]([CH3:15])[C:5]=3[C:4]=2[N:3]=1, predict the reactants needed to synthesize it. (3) Given the product [F:1][C:2]1[C:7]([CH3:8])=[CH:6][CH:5]=[CH:4][C:3]=1[NH:9][C:10]1[N:15]2[N:16]=[CH:17][C:18]([C:19]([NH:43][S:40]([CH2:38][CH3:39])(=[O:42])=[O:41])=[O:21])=[C:14]2[N:13]=[CH:12][C:11]=1[C:22]([N:24]1[CH2:29][CH2:28][C:27]2([C:33]3[CH:34]=[CH:35][CH:36]=[CH:37][C:32]=3[O:31][CH2:30]2)[CH2:26][CH2:25]1)=[O:23], predict the reactants needed to synthesize it. The reactants are: [F:1][C:2]1[C:7]([CH3:8])=[CH:6][CH:5]=[CH:4][C:3]=1[NH:9][C:10]1[N:15]2[N:16]=[CH:17][C:18]([C:19]([OH:21])=O)=[C:14]2[N:13]=[CH:12][C:11]=1[C:22]([N:24]1[CH2:29][CH2:28][C:27]2([C:33]3[CH:34]=[CH:35][CH:36]=[CH:37][C:32]=3[O:31][CH2:30]2)[CH2:26][CH2:25]1)=[O:23].[CH2:38]([S:40]([NH2:43])(=[O:42])=[O:41])[CH3:39]. (4) Given the product [CH:1]1([C:7]2[N:11]([CH2:12][C:13]3[CH:22]=[CH:21][C:16]([C:17]([OH:19])=[O:18])=[CH:15][CH:14]=3)[N:10]=[C:9]([C:23]3[CH:24]=[CH:25][C:26]([O:29][C:30]([F:32])([F:33])[F:31])=[CH:27][CH:28]=3)[CH:8]=2)[CH2:6][CH2:5][CH2:4][CH2:3][CH2:2]1, predict the reactants needed to synthesize it. The reactants are: [CH:1]1([C:7]2[N:11]([CH2:12][C:13]3[CH:22]=[CH:21][C:16]([C:17]([O:19]C)=[O:18])=[CH:15][CH:14]=3)[N:10]=[C:9]([C:23]3[CH:28]=[CH:27][C:26]([O:29][C:30]([F:33])([F:32])[F:31])=[CH:25][CH:24]=3)[CH:8]=2)[CH2:6][CH2:5][CH2:4][CH2:3][CH2:2]1.[OH-].[Na+]. (5) Given the product [OH:34][C:32]([CH3:35])([CH3:33])[CH2:31][C:28]1[CH:27]=[CH:26][C:25]([N:1]2[CH:5]=[CH:4][C:3]([CH:6]([C:8]3[CH:17]=[CH:16][C:11]4[NH:12][C:13](=[O:15])[S:14][C:10]=4[CH:9]=3)[CH3:7])=[N:2]2)=[N:30][CH:29]=1, predict the reactants needed to synthesize it. The reactants are: [NH:1]1[CH:5]=[CH:4][C:3]([CH:6]([C:8]2[CH:17]=[CH:16][C:11]3[NH:12][C:13](=[O:15])[S:14][C:10]=3[CH:9]=2)[CH3:7])=[N:2]1.CC(C)([O-])C.[Li+].F[C:25]1[N:30]=[CH:29][C:28]([CH2:31][C:32]([CH3:35])([OH:34])[CH3:33])=[CH:27][CH:26]=1. (6) Given the product [C:12]([C:5]1[C:6]([C:8]([F:11])([F:10])[F:9])=[CH:7][N:3]([CH2:2][C:18]([CH2:17][CH2:16][C:15]([F:14])([F:23])[F:24])([C:19]#[N:20])[C:21]#[N:22])[CH:4]=1)#[N:13], predict the reactants needed to synthesize it. The reactants are: Cl[CH2:2][N:3]1[CH:7]=[C:6]([C:8]([F:11])([F:10])[F:9])[C:5]([C:12]#[N:13])=[CH:4]1.[F:14][C:15]([F:24])([F:23])[CH2:16][CH2:17][CH:18]([C:21]#[N:22])[C:19]#[N:20].C(=O)([O-])[O-].[K+].[K+].O. (7) Given the product [O:2]=[C:3]1[C:4]2=[N:21][O:16][C:10]([C:11]([O:13][CH2:14][CH3:15])=[O:12])=[C:5]2[CH2:6][CH2:7][CH2:8][CH2:9]1, predict the reactants needed to synthesize it. The reactants are: C[O:2][C:3]1(OC)[CH2:9][CH2:8][CH2:7][CH2:6][CH:5]([C:10](=[O:16])[C:11]([O:13][CH2:14][CH3:15])=[O:12])[C:4]1=O.Cl.[NH2:21]O. (8) Given the product [F:39][C:13]1[C:12]([CH2:11][CH2:10][C:5]23[CH2:8][CH2:9][C:2]([NH:1][CH2:51][C:49]4[CH:48]=[CH:47][C:44]5[O:45][CH2:46][C:41](=[O:40])[NH:42][C:43]=5[N:50]=4)([CH2:7][CH2:6]2)[CH2:3][O:4]3)=[C:21]2[C:16]([CH:17]=[CH:18][C:19]([O:22][C@@H:23]3[CH2:27][O:26][CH2:25][C@H:24]3[NH:28][C:29](=[O:38])[O:30][CH2:31][C:32]3[CH:33]=[CH:34][CH:35]=[CH:36][CH:37]=3)=[N:20]2)=[N:15][CH:14]=1, predict the reactants needed to synthesize it. The reactants are: [NH2:1][C:2]12[CH2:9][CH2:8][C:5]([CH2:10][CH2:11][C:12]3[C:13]([F:39])=[CH:14][N:15]=[C:16]4[C:21]=3[N:20]=[C:19]([O:22][C@@H:23]3[CH2:27][O:26][CH2:25][C@H:24]3[NH:28][C:29](=[O:38])[O:30][CH2:31][C:32]3[CH:37]=[CH:36][CH:35]=[CH:34][CH:33]=3)[CH:18]=[CH:17]4)([CH2:6][CH2:7]1)[O:4][CH2:3]2.[O:40]=[C:41]1[CH2:46][O:45][C:44]2[CH:47]=[CH:48][C:49]([CH:51]=O)=[N:50][C:43]=2[NH:42]1. (9) Given the product [F:1][C:2]1[CH:7]=[CH:6][C:5]([C:8]2[CH:9]=[CH:10][N:11]=[C:12]3[C:17]=2[CH:16]=[CH:15][C:14]([C:18]([F:19])([F:20])[F:21])=[N:13]3)=[CH:4][C:3]=1[O:22][CH2:25][C:26]1[N:30]([CH3:31])[N:29]=[CH:28][N:27]=1, predict the reactants needed to synthesize it. The reactants are: [F:1][C:2]1[CH:7]=[CH:6][C:5]([C:8]2[C:17]3[C:12](=[N:13][C:14]([C:18]([F:21])([F:20])[F:19])=[CH:15][CH:16]=3)[N:11]=[CH:10][CH:9]=2)=[CH:4][C:3]=1[OH:22].Cl.Cl[CH2:25][C:26]1[N:30]([CH3:31])[N:29]=[CH:28][N:27]=1.